This data is from Peptide-MHC class II binding affinity with 134,281 pairs from IEDB. The task is: Regression. Given a peptide amino acid sequence and an MHC pseudo amino acid sequence, predict their binding affinity value. This is MHC class II binding data. (1) The peptide sequence is GPTATFEAMYLGTCQ. The MHC is DRB1_1302 with pseudo-sequence DRB1_1302. The binding affinity (normalized) is 0. (2) The peptide sequence is ARMWIQAATTMASYQ. The MHC is DRB4_0101 with pseudo-sequence DRB4_0103. The binding affinity (normalized) is 0.599. (3) The peptide sequence is EGGNIYTKKEAFNVE. The MHC is HLA-DQA10301-DQB10302 with pseudo-sequence HLA-DQA10301-DQB10302. The binding affinity (normalized) is 0.156. (4) The peptide sequence is PGIKAQQSKLAQRRV. The MHC is HLA-DQA10601-DQB10402 with pseudo-sequence HLA-DQA10601-DQB10402. The binding affinity (normalized) is 0.231. (5) The peptide sequence is YASGKVWGQKYFKGN. The MHC is HLA-DQA10101-DQB10501 with pseudo-sequence HLA-DQA10101-DQB10501. The binding affinity (normalized) is 0. (6) The peptide sequence is QPSKGWNDWENVPFC. The MHC is DRB3_0202 with pseudo-sequence DRB3_0202. The binding affinity (normalized) is 0.404. (7) The peptide sequence is YFLMAYANQIHHVDL. The MHC is DRB1_0405 with pseudo-sequence DRB1_0405. The binding affinity (normalized) is 0.845. (8) The peptide sequence is AFKVAATAANAAFAN. The MHC is HLA-DPA10201-DPB11401 with pseudo-sequence HLA-DPA10201-DPB11401. The binding affinity (normalized) is 0.785. (9) The peptide sequence is MYLGTCKTLTPLMSS. The MHC is DRB5_0101 with pseudo-sequence DRB5_0101. The binding affinity (normalized) is 0.330. (10) The peptide sequence is ESRLVVDFSQFSRGN. The MHC is DRB1_1501 with pseudo-sequence DRB1_1501. The binding affinity (normalized) is 0.333.